From a dataset of Forward reaction prediction with 1.9M reactions from USPTO patents (1976-2016). Predict the product of the given reaction. (1) Given the reactants [CH3:1][C:2]1([C:15]([OH:17])=[O:16])[CH2:7][O:6][CH2:5][CH2:4][N:3]1C(OC(C)(C)C)=O.FC(F)(F)C(O)=O, predict the reaction product. The product is: [CH3:1][C:2]1([C:15]([OH:17])=[O:16])[CH2:7][O:6][CH2:5][CH2:4][NH:3]1. (2) Given the reactants C[O:2][C:3](=[O:26])[CH2:4][C@H:5]([O:18][Si:19]([C:22]([CH3:25])([CH3:24])[CH3:23])([CH3:21])[CH3:20])[C@H:6]([NH:10][C:11]([O:13][C:14]([CH3:17])([CH3:16])[CH3:15])=[O:12])[CH:7]([CH3:9])[CH3:8].[OH-].[Na+], predict the reaction product. The product is: [C:14]([O:13][C:11]([NH:10][C@H:6]([CH:7]([CH3:9])[CH3:8])[C@@H:5]([O:18][Si:19]([C:22]([CH3:25])([CH3:24])[CH3:23])([CH3:20])[CH3:21])[CH2:4][C:3]([OH:26])=[O:2])=[O:12])([CH3:15])([CH3:16])[CH3:17]. (3) Given the reactants [C:1]([O:4][CH:5]([C:30]1[S:31][CH:32]=[C:33]([C:35]([NH:37][CH:38]([CH2:45][C:46]2[CH:51]=[CH:50][CH:49]=[CH:48][CH:47]=2)[CH2:39][CH:40]([CH3:44])[C:41]([OH:43])=[O:42])=[O:36])[N:34]=1)[CH2:6][CH:7]([N:11]([C:20](=[O:29])[CH:21]([N:26]=[N+]=[N-])[CH:22]([CH3:25])[CH2:23][CH3:24])[CH2:12][O:13][C:14](=[O:19])[CH2:15][CH:16]([CH3:18])[CH3:17])[CH:8]([CH3:10])[CH3:9])(=[O:3])[CH3:2].FC1C([O:59][C:60](=O)[CH2:61][N:62]([CH3:64])[CH3:63])=C(F)C(F)=C(F)C=1F, predict the reaction product. The product is: [C:1]([O:4][CH:5]([C:30]1[S:31][CH:32]=[C:33]([C:35]([NH:37][CH:38]([CH2:45][C:46]2[CH:51]=[CH:50][CH:49]=[CH:48][CH:47]=2)[CH2:39][CH:40]([CH3:44])[C:41]([OH:43])=[O:42])=[O:36])[N:34]=1)[CH2:6][CH:7]([N:11]([C:20](=[O:29])[CH:21]([NH:26][C:60](=[O:59])[CH2:61][N:62]([CH3:64])[CH3:63])[CH:22]([CH3:25])[CH2:23][CH3:24])[CH2:12][O:13][C:14](=[O:19])[CH2:15][CH:16]([CH3:18])[CH3:17])[CH:8]([CH3:10])[CH3:9])(=[O:3])[CH3:2]. (4) Given the reactants [OH:1][C:2]1[C:3]([C:16]([NH:18][C@@H:19]([C:21]2[CH:26]=[CH:25][CH:24]=[CH:23][CH:22]=2)[CH3:20])=[O:17])=[CH:4][N:5]([CH2:9][C:10]2[CH:15]=[CH:14][CH:13]=[CH:12][CH:11]=2)[C:6](=[O:8])[CH:7]=1.OC1C([C:42]([OH:44])=[O:43])=CN(CC2C=CC=CC=2)C(=O)C=1.CN(C(ON1N=NC2C=CC=NC1=2)=[N+](C)C)C.F[P-](F)(F)(F)(F)F.[CH3:69][N:70](C)[CH:71]=[O:72], predict the reaction product. The product is: [OH:1][C:2]1[C:3]([C:16]([NH:18][C@@H:19]([C:21]2[CH:22]=[CH:23][CH:24]=[CH:25][CH:26]=2)[CH3:20])=[O:17])=[CH:4][N:5]([CH2:9][C:10]2[CH:15]=[CH:14][CH:13]=[CH:12][CH:11]=2)[C:6](=[O:8])[C:7]=1[C:71]([NH:70][CH2:69][C:42]([OH:44])=[O:43])=[O:72]. (5) Given the reactants C([O:5][C:6](=[O:39])[CH2:7][N:8]1[C:16]2[C:11](=[CH:12][C:13]([F:17])=[CH:14][CH:15]=2)[C:10]([C:18]2[C:23]3[CH:24]=[CH:25][CH:26]=[CH:27][C:22]=3[S:21](=[O:29])(=[O:28])[N:20]([CH2:30][CH2:31][C:32]3[CH:37]=[CH:36][CH:35]=[CH:34][CH:33]=3)[N:19]=2)=[C:9]1[CH3:38])(C)(C)C.C(O)(C(F)(F)F)=O, predict the reaction product. The product is: [CH2:30]([N:20]1[N:19]=[C:18]([C:10]2[C:11]3[C:16](=[CH:15][CH:14]=[C:13]([F:17])[CH:12]=3)[N:8]([CH2:7][C:6]([OH:39])=[O:5])[C:9]=2[CH3:38])[C:23]2[CH:24]=[CH:25][CH:26]=[CH:27][C:22]=2[S:21]1(=[O:29])=[O:28])[CH2:31][C:32]1[CH:37]=[CH:36][CH:35]=[CH:34][CH:33]=1. (6) Given the reactants [C:1]([Mg]Br)#[C:2][CH3:3].[CH2:6]([O:13][C:14]1[CH:15]=[C:16]([CH:19]=[CH:20][CH:21]=1)[CH:17]=[O:18])[C:7]1[CH:12]=[CH:11][CH:10]=[CH:9][CH:8]=1, predict the reaction product. The product is: [CH2:6]([O:13][C:14]1[CH:15]=[C:16]([CH:17]([OH:18])[C:1]#[C:2][CH3:3])[CH:19]=[CH:20][CH:21]=1)[C:7]1[CH:8]=[CH:9][CH:10]=[CH:11][CH:12]=1. (7) The product is: [S:20]1[C:24]([C:2]2[C:10]3[C:5](=[CH:6][CH:7]=[C:8]([C:11]([NH2:13])=[O:12])[CH:9]=3)[N:4]([CH:14]3[CH2:19][CH2:18][CH2:17][CH2:16][O:15]3)[N:3]=2)=[CH:23][C:22]2[CH:28]=[CH:29][CH:30]=[CH:31][C:21]1=2. Given the reactants Br[C:2]1[C:10]2[C:5](=[CH:6][CH:7]=[C:8]([C:11]([NH2:13])=[O:12])[CH:9]=2)[N:4]([CH:14]2[CH2:19][CH2:18][CH2:17][CH2:16][O:15]2)[N:3]=1.[S:20]1[C:24](B(O)O)=[CH:23][C:22]2[CH:28]=[CH:29][CH:30]=[CH:31][C:21]1=2.ClCCl.P([O-])([O-])([O-])=O.[K+].[K+].[K+], predict the reaction product.